Dataset: Full USPTO retrosynthesis dataset with 1.9M reactions from patents (1976-2016). Task: Predict the reactants needed to synthesize the given product. (1) Given the product [C:13]([O:12][C:10]([N:17]1[CH2:22][CH2:21][CH:20]([N:4]2[CH2:3][CH2:2][CH2:1][CH2:6][CH:5]2[C:7]([OH:9])=[O:8])[CH2:19][CH2:18]1)=[O:11])([CH3:16])([CH3:14])[CH3:15], predict the reactants needed to synthesize it. The reactants are: [CH2:1]1[CH2:6][C@@H:5]([C:7]([OH:9])=[O:8])[NH:4][CH2:3][CH2:2]1.[C:10]([N:17]1[CH2:22][CH2:21][C:20](=O)[CH2:19][CH2:18]1)([O:12][C:13]([CH3:16])([CH3:15])[CH3:14])=[O:11].C(O)(=O)C.C(O[BH-](OC(=O)C)OC(=O)C)(=O)C.[Na+]. (2) Given the product [Cl:13][C:5]1[C:4]2[C:9](=[CH:10][CH:11]=[C:2]([NH:22][CH2:21][C:20]3[CH:23]=[CH:24][CH:25]=[CH:26][C:19]=3[N:14]3[CH:18]=[CH:17][N:16]=[CH:15]3)[CH:3]=2)[C:8](=[O:12])[NH:7][N:6]=1, predict the reactants needed to synthesize it. The reactants are: Br[C:2]1[CH:3]=[C:4]2[C:9](=[CH:10][CH:11]=1)[C:8](=[O:12])[NH:7][N:6]=[C:5]2[Cl:13].[N:14]1([C:19]2[CH:26]=[CH:25][CH:24]=[CH:23][C:20]=2[CH2:21][NH2:22])[CH:18]=[CH:17][N:16]=[CH:15]1.C1C=CC(P(C2C(C3C(P(C4C=CC=CC=4)C4C=CC=CC=4)=CC=C4C=3C=CC=C4)=C3C(C=CC=C3)=CC=2)C2C=CC=CC=2)=CC=1.CC([O-])(C)C.[Na+]. (3) Given the product [Cl:23][C:14]1[C:15]([C:19]([F:22])([F:21])[F:20])=[CH:16][CH:17]=[CH:18][C:13]=1[C:11]([N:9]1[CH2:8][CH2:7][N:6]2[C:2]([C:29]3[N:30]=[CH:31][S:32][CH:33]=3)=[CH:3][N:4]=[C:5]2[CH2:10]1)=[O:12], predict the reactants needed to synthesize it. The reactants are: Br[C:2]1[N:6]2[CH2:7][CH2:8][N:9]([C:11]([C:13]3[CH:18]=[CH:17][CH:16]=[C:15]([C:19]([F:22])([F:21])[F:20])[C:14]=3[Cl:23])=[O:12])[CH2:10][C:5]2=[N:4][CH:3]=1.C([Sn](CCCC)(CCCC)[C:29]1[N:30]=[CH:31][S:32][CH:33]=1)CCC. (4) Given the product [Cl:1][C:2]1[CH:3]=[C:4]([CH2:8][CH2:9][C:10]2[CH:11]=[CH:12][C:13]([N:16]3[C:21](=[O:22])[CH2:20][CH:18]([C:17]([OH:25])=[O:24])[CH2:19]3)=[CH:14][CH:15]=2)[CH:5]=[CH:6][CH:7]=1, predict the reactants needed to synthesize it. The reactants are: [Cl:1][C:2]1[CH:3]=[C:4]([CH2:8][CH2:9][C:10]2[CH:15]=[CH:14][C:13]([NH2:16])=[CH:12][CH:11]=2)[CH:5]=[CH:6][CH:7]=1.[C:17]([OH:25])(=[O:24])[C:18]([CH2:20][C:21](O)=[O:22])=[CH2:19]. (5) Given the product [C:1]([NH:4][C:5]1[S:6][C:7]([C:26]([NH:28][CH2:29][C:30]2[CH:31]=[CH:32][C:33]([N+:36]([O-:38])=[O:37])=[CH:34][CH:35]=2)=[O:27])=[C:8]([CH2:10][CH2:11][C:12]2[CH:13]=[CH:14][C:15]([NH2:18])=[CH:16][CH:17]=2)[N:9]=1)(=[O:3])[CH3:2], predict the reactants needed to synthesize it. The reactants are: [C:1]([NH:4][C:5]1[S:6][C:7]([C:26]([NH:28][CH2:29][C:30]2[CH:35]=[CH:34][C:33]([N+:36]([O-:38])=[O:37])=[CH:32][CH:31]=2)=[O:27])=[C:8]([CH2:10][CH2:11][C:12]2[CH:17]=[CH:16][C:15]([NH:18]C(=O)OC(C)(C)C)=[CH:14][CH:13]=2)[N:9]=1)(=[O:3])[CH3:2].C(O)(C(F)(F)F)=O. (6) Given the product [F:9][C:10]1[CH:16]=[CH:15][C:13]([NH:14][C:2]2[CH:3]=[C:4]([NH2:8])[N:5]=[CH:6][N:7]=2)=[CH:12][CH:11]=1, predict the reactants needed to synthesize it. The reactants are: Cl[C:2]1[N:7]=[CH:6][N:5]=[C:4]([NH2:8])[CH:3]=1.[F:9][C:10]1[CH:16]=[CH:15][C:13]([NH2:14])=[CH:12][CH:11]=1. (7) The reactants are: [Si:1]([O:8][CH2:9][C@H:10]1[NH:15][CH2:14][C@H:13]([N:16]([O:29][CH2:30][CH:31]=[CH2:32])S(C2C=CC=CC=2[N+]([O-])=O)(=O)=O)[CH:12]=[C:11]1[CH3:33])([C:4]([CH3:7])([CH3:6])[CH3:5])([CH3:3])[CH3:2].SCC(O)=O.[Li+].[OH-]. Given the product [Si:1]([O:8][CH2:9][C@H:10]1[NH:15][CH2:14][C@H:13]([NH:16][O:29][CH2:30][CH:31]=[CH2:32])[CH:12]=[C:11]1[CH3:33])([C:4]([CH3:7])([CH3:6])[CH3:5])([CH3:2])[CH3:3], predict the reactants needed to synthesize it. (8) Given the product [NH2:15][CH:9]([C:8]([C:5]1[CH:4]=[CH:3][C:2]([Br:1])=[CH:7][CH:6]=1)=[O:17])[C:10]([O:12][CH2:13][CH3:14])=[O:11], predict the reactants needed to synthesize it. The reactants are: [Br:1][C:2]1[CH:7]=[CH:6][C:5]([C:8](=[O:17])[C:9](=[N:15]O)[C:10]([O:12][CH2:13][CH3:14])=[O:11])=[CH:4][CH:3]=1.C(O)(=O)C.O.